Dataset: Full USPTO retrosynthesis dataset with 1.9M reactions from patents (1976-2016). Task: Predict the reactants needed to synthesize the given product. (1) Given the product [Cl:17][C:15]1[C:14]([C:18]([F:21])([F:20])[F:19])=[CH:13][N:12]=[C:11]([NH:23][CH2:25][C:9]2[CH:7]=[N:3][CH:4]=[CH:6][C:14]=2[C:18]([F:21])([F:20])[F:19])[N:16]=1, predict the reactants needed to synthesize it. The reactants are: CC[N:3]([CH:7]([CH3:9])C)[CH:4]([CH3:6])C.Cl[C:11]1[N:16]=[C:15]([Cl:17])[C:14]([C:18]([F:21])([F:20])[F:19])=[CH:13][N:12]=1.C[N:23]([CH:25]=O)C. (2) The reactants are: [CH:1]1([CH2:7][CH:8]([NH:12][C:13]([C:15]2[CH:45]=[CH:44][C:18]3[N:19]([CH:38]4[CH2:43][CH2:42][CH2:41][CH2:40][CH2:39]4)[C:20]([C:22]4[CH:23]=[C:24]5[C:29](=[CH:30][CH:31]=4)[N:28]=[C:27]([C:32]4[CH:37]=[CH:36][CH:35]=[CH:34][CH:33]=4)[CH:26]=[N:25]5)=[N:21][C:17]=3[CH:16]=2)=[O:14])[C:9]([OH:11])=[O:10])[CH2:6]CCC[CH2:2]1.CC(C[C@H](NC(OCC1C2C(=CC=CC=2)C2C1=CC=CC=2)=O)C=O)C. Given the product [CH:38]1([N:19]2[C:18]3[CH:44]=[CH:45][C:15]([C:13]([NH:12][CH:8]([CH2:7][CH:1]([CH3:6])[CH3:2])[C:9]([OH:11])=[O:10])=[O:14])=[CH:16][C:17]=3[N:21]=[C:20]2[C:22]2[CH:23]=[C:24]3[C:29](=[CH:30][CH:31]=2)[N:28]=[C:27]([C:32]2[CH:37]=[CH:36][CH:35]=[CH:34][CH:33]=2)[CH:26]=[N:25]3)[CH2:39][CH2:40][CH2:41][CH2:42][CH2:43]1, predict the reactants needed to synthesize it. (3) Given the product [Cl:24][C:10]1[C:11]([C:13]([O:15][CH2:16][CH3:17])=[O:14])=[CH:12][N:7]([CH2:6][C:5]2[CH:20]=[CH:21][C:2]([Cl:1])=[CH:3][CH:4]=2)[C:8](=[O:19])[CH:9]=1, predict the reactants needed to synthesize it. The reactants are: [Cl:1][C:2]1[CH:21]=[CH:20][C:5]([CH2:6][N:7]2[CH:12]=[C:11]([C:13]([O:15][CH2:16][CH3:17])=[O:14])[C:10](O)=[CH:9][C:8]2=[O:19])=[CH:4][CH:3]=1.P(Cl)(Cl)([Cl:24])=O.